Dataset: Peptide-MHC class I binding affinity with 185,985 pairs from IEDB/IMGT. Task: Regression. Given a peptide amino acid sequence and an MHC pseudo amino acid sequence, predict their binding affinity value. This is MHC class I binding data. (1) The peptide sequence is VVAIDYRHY. The MHC is HLA-A23:01 with pseudo-sequence HLA-A23:01. The binding affinity (normalized) is 0. (2) The peptide sequence is YEPEMQAQV. The MHC is HLA-A02:11 with pseudo-sequence HLA-A02:11. The binding affinity (normalized) is 0.0847.